Dataset: NCI-60 drug combinations with 297,098 pairs across 59 cell lines. Task: Regression. Given two drug SMILES strings and cell line genomic features, predict the synergy score measuring deviation from expected non-interaction effect. Drug 1: C1=CC(=CC=C1C#N)C(C2=CC=C(C=C2)C#N)N3C=NC=N3. Drug 2: CN1C(=O)N2C=NC(=C2N=N1)C(=O)N. Cell line: HOP-62. Synergy scores: CSS=9.60, Synergy_ZIP=0.152, Synergy_Bliss=1.42, Synergy_Loewe=-7.99, Synergy_HSA=-2.03.